This data is from Reaction yield outcomes from USPTO patents with 853,638 reactions. The task is: Predict the reaction yield, written as a fraction of the theoretical maximum amount of product (1.0 means a 100% yield; for example, 0.34 means a 34% yield). (1) The reactants are C([O:8][C:9]1[C:10](=[O:25])[NH:11][C:12](=[O:24])[N:13]([CH2:15][CH2:16][C:17]2[CH:22]=[CH:21][C:20]([Cl:23])=[CH:19][CH:18]=2)[N:14]=1)C1C=CC=CC=1.B(Br)(Br)Br.O. The catalyst is ClCCl. The product is [Cl:23][C:20]1[CH:19]=[CH:18][C:17]([CH2:16][CH2:15][N:13]2[C:12](=[O:24])[NH:11][C:10](=[O:25])[C:9]([OH:8])=[N:14]2)=[CH:22][CH:21]=1. The yield is 0.520. (2) The reactants are [CH:1]1([N:7]([CH2:34][CH:35]2[CH2:37][CH2:36]2)[C:8]2[N:13]=[CH:12][N:11]=[C:10]([C:14]([NH:16][C:17]3[CH:33]=[CH:32][C:20]([CH2:21][S:22]([CH2:25][CH2:26][C:27]([O:29]CC)=[O:28])(=[O:24])=[O:23])=[CH:19][CH:18]=3)=[O:15])[CH:9]=2)[CH2:6][CH2:5][CH2:4][CH2:3][CH2:2]1.Cl. The catalyst is C1COCC1. The product is [CH:1]1([N:7]([CH2:34][CH:35]2[CH2:36][CH2:37]2)[C:8]2[N:13]=[CH:12][N:11]=[C:10]([C:14]([NH:16][C:17]3[CH:33]=[CH:32][C:20]([CH2:21][S:22]([CH2:25][CH2:26][C:27]([OH:29])=[O:28])(=[O:24])=[O:23])=[CH:19][CH:18]=3)=[O:15])[CH:9]=2)[CH2:6][CH2:5][CH2:4][CH2:3][CH2:2]1. The yield is 0.770. (3) The catalyst is CN(C=O)C. The reactants are [Br:1][C:2]1[CH:7]=[CH:6][C:5]([S:8]([NH:11][C@H:12]([C:27]([OH:29])=[O:28])[CH2:13][CH2:14][CH2:15][NH:16][S:17]([C:20]2[CH:25]=[CH:24][C:23]([Br:26])=[CH:22][CH:21]=2)(=[O:19])=[O:18])(=[O:10])=[O:9])=[CH:4][CH:3]=1.[H-].[Na+].[H][H].[F:34][C:35]1[CH:42]=[CH:41][C:38]([CH2:39]Br)=[CH:37][CH:36]=1.Cl. The product is [Br:1][C:2]1[CH:7]=[CH:6][C:5]([S:8]([NH:11][C@H:12]([C:27]([OH:29])=[O:28])[CH2:13][CH2:14][CH2:15][N:16]([S:17]([C:20]2[CH:21]=[CH:22][C:23]([Br:26])=[CH:24][CH:25]=2)(=[O:19])=[O:18])[CH2:39][C:38]2[CH:41]=[CH:42][C:35]([F:34])=[CH:36][CH:37]=2)(=[O:10])=[O:9])=[CH:4][CH:3]=1. The yield is 0.840.